From a dataset of Forward reaction prediction with 1.9M reactions from USPTO patents (1976-2016). Predict the product of the given reaction. (1) Given the reactants [NH2:1][C:2]1[N:7]=[C:6]([C:8]2[CH:9]=[N:10][CH:11]=[CH:12][CH:13]=2)[C:5]([C:14]2[CH:19]=[CH:18][N:17]=[CH:16][C:15]=2[F:20])=[CH:4][C:3]=1[NH:21][C:22](=O)[C:23]1[CH:28]=[CH:27][C:26]([CH3:29])=[C:25]([F:30])[CH:24]=1, predict the reaction product. The product is: [F:30][C:25]1[CH:24]=[C:23]([C:22]2[NH:1][C:2]3=[N:7][C:6]([C:8]4[CH:9]=[N:10][CH:11]=[CH:12][CH:13]=4)=[C:5]([C:14]4[CH:19]=[CH:18][N:17]=[CH:16][C:15]=4[F:20])[CH:4]=[C:3]3[N:21]=2)[CH:28]=[CH:27][C:26]=1[CH3:29]. (2) Given the reactants [ClH:1].Cl.Cl.CNC(C1C2C=C(C3C(C)=CN=C(NCCCN4CCN(C)CC4)N=3)SC=2C=CC=1)=O.[CH:35]1([NH:38][C:39]([C:41]2[C:49]3[CH:48]=[C:47]([C:50]4[C:55]([CH3:56])=[CH:54][N:53]=[C:52]([Cl:57])[N:51]=4)[S:46][C:45]=3[CH:44]=[CH:43][CH:42]=2)=[O:40])[CH2:37][CH2:36]1.[CH3:58][N:59]1[CH2:64][CH2:63][N:62]([CH2:65][CH2:66][NH2:67])[CH2:61][CH2:60]1, predict the reaction product. The product is: [ClH:57].[ClH:1].[ClH:57].[CH:35]1([NH:38][C:39]([C:41]2[C:49]3[CH:48]=[C:47]([C:50]4[C:55]([CH3:56])=[CH:54][N:53]=[C:52]([NH:67][CH2:66][CH2:65][N:62]5[CH2:63][CH2:64][N:59]([CH3:58])[CH2:60][CH2:61]5)[N:51]=4)[S:46][C:45]=3[CH:44]=[CH:43][CH:42]=2)=[O:40])[CH2:37][CH2:36]1. (3) Given the reactants [CH2:1]([O:8][C:9]1[CH:14]=[CH:13][C:12]([N+:15]([O-:17])=[O:16])=[CH:11][C:10]=1[NH:18]C(=O)OC(C)(C)C)[C:2]1[CH:7]=[CH:6][CH:5]=[CH:4][CH:3]=1.FC(F)(F)C(O)=O.CCCCCC.C(OCC)(=O)C, predict the reaction product. The product is: [CH2:1]([O:8][C:9]1[CH:14]=[CH:13][C:12]([N+:15]([O-:17])=[O:16])=[CH:11][C:10]=1[NH2:18])[C:2]1[CH:3]=[CH:4][CH:5]=[CH:6][CH:7]=1. (4) Given the reactants [C:1]1(B(O)O)[CH:6]=[CH:5][CH:4]=[CH:3][CH:2]=1.[C:10]([O:14][C:15](=[O:30])[NH:16][C:17]1[N:18]([C:23]2[CH:28]=[CH:27][C:26](Br)=[CH:25][CH:24]=2)[N:19]=[N:20][C:21]=1[CH3:22])([CH3:13])(C)C.CO[C:33]1[CH:34]=[CH:35][CH:36]=[C:37](OC)[C:38]=1[C:33]1[CH:38]=[CH:37][CH:36]=[CH:35][C:34]=1P(C1CCCCC1)C1CCCCC1.P([O-])([O-])([O-])=O.[K+].[K+].[K+], predict the reaction product. The product is: [C:1]1([C@H:10]([O:14][C:15](=[O:30])[NH:16][C:17]2[N:18]([C:23]3[CH:28]=[CH:27][C:26]([C:33]4[CH:34]=[CH:35][CH:36]=[CH:37][CH:38]=4)=[CH:25][CH:24]=3)[N:19]=[N:20][C:21]=2[CH3:22])[CH3:13])[CH:6]=[CH:5][CH:4]=[CH:3][CH:2]=1.